Dataset: Full USPTO retrosynthesis dataset with 1.9M reactions from patents (1976-2016). Task: Predict the reactants needed to synthesize the given product. Given the product [Cl:9][C:10]1[N:11]=[C:12]([Cl:17])[N:13]=[C:7]([CH3:8])[N:15]=1, predict the reactants needed to synthesize it. The reactants are: C[Mg]Br.CCO[CH2:7][CH3:8].[Cl:9][C:10]1[N:15]=C(Cl)[N:13]=[C:12]([Cl:17])[N:11]=1.C(Cl)Cl.[O-][Mn](=O)(=O)=O.[K+].